Task: Predict the product of the given reaction.. Dataset: Forward reaction prediction with 1.9M reactions from USPTO patents (1976-2016) (1) Given the reactants F[P-](F)(F)(F)(F)F.[N:8]1(O[P+](N(C)C)(N(C)C)N(C)C)[C:12]2C=CC=CC=2N=N1.[NH2:28][C:29]1[C:34]([F:35])=[CH:33][N:32]=[C:31]([N:36]2[CH:40]=[C:39]([C:41]([OH:43])=O)[C:38]([C:44]([F:47])([F:46])[F:45])=[N:37]2)[N:30]=1.[N:48]1[CH:53]=[CH:52][CH:51]=[C:50]([C:54]2(NC)[CH2:59][CH2:58][CH2:57][CH2:56][CH2:55]2)[CH:49]=1.C1C=CC2N(O)N=NC=2C=1.CCN(C(C)C)C(C)C, predict the reaction product. The product is: [NH2:28][C:29]1[C:34]([F:35])=[CH:33][N:32]=[C:31]([N:36]2[CH:40]=[C:39]([C:41]([NH:8][CH2:12][C:54]3([C:50]4[CH:49]=[N:48][CH:53]=[CH:52][CH:51]=4)[CH2:55][CH2:56][CH2:57][CH2:58][CH2:59]3)=[O:43])[C:38]([C:44]([F:47])([F:46])[F:45])=[N:37]2)[N:30]=1. (2) Given the reactants Cl[C:2]1[N:6]([CH3:7])[C:5]2[C:8]([CH:13]([CH2:16][CH3:17])[CH2:14][CH3:15])=[CH:9][CH:10]=[C:11]([Cl:12])[C:4]=2[N:3]=1.[Br:18][C:19]1[CH:25]=[C:24]([Cl:26])[CH:23]=[C:22]([CH3:27])[C:20]=1[NH2:21], predict the reaction product. The product is: [Br:18][C:19]1[CH:25]=[C:24]([Cl:26])[CH:23]=[C:22]([CH3:27])[C:20]=1[NH:21][C:2]1[N:6]([CH3:7])[C:5]2[C:8]([CH:13]([CH2:16][CH3:17])[CH2:14][CH3:15])=[CH:9][CH:10]=[C:11]([Cl:12])[C:4]=2[N:3]=1. (3) Given the reactants [Cl:1][C:2]1[CH:3]=[CH:4][CH:5]=[C:6]2[C:11]=1[CH:10]=[N:9][C:8]([OH:12])=[CH:7]2.C(N(CC)CC)C.[F:20][C:21]([F:34])([F:33])[S:22](O[S:22]([C:21]([F:34])([F:33])[F:20])(=[O:24])=[O:23])(=[O:24])=[O:23], predict the reaction product. The product is: [Cl:1][C:2]1[CH:3]=[CH:4][CH:5]=[C:6]2[C:11]=1[CH:10]=[N:9][C:8]([O:12][S:22]([C:21]([F:34])([F:33])[F:20])(=[O:24])=[O:23])=[CH:7]2. (4) Given the reactants C([O-])([O-])=O.[Na+].[Na+].[F:7][C:8]([F:25])([F:24])[C:9]1[N:10]=[C:11]([CH:22]=O)[N:12]([CH2:14][O:15][CH2:16][CH2:17][Si:18]([CH3:21])([CH3:20])[CH3:19])[CH:13]=1.Cl.[NH2:27][OH:28], predict the reaction product. The product is: [F:7][C:8]([F:25])([F:24])[C:9]1[N:10]=[C:11]([CH:22]=[N:27][OH:28])[N:12]([CH2:14][O:15][CH2:16][CH2:17][Si:18]([CH3:21])([CH3:20])[CH3:19])[CH:13]=1. (5) Given the reactants [O:1]=[O+][O-].[CH2:4]([C:7]1[CH:16]=[CH:15][C:10]2[C:11](=[O:14])[O:12][CH2:13][C:9]=2[C:8]=1[Cl:17])[CH:5]=C.CSC, predict the reaction product. The product is: [Cl:17][C:8]1[C:9]2[CH2:13][O:12][C:11](=[O:14])[C:10]=2[CH:15]=[CH:16][C:7]=1[CH2:4][CH:5]=[O:1]. (6) The product is: [F:1][C:2]([S:5][C:6]1[CH:11]=[CH:10][C:9]([CH:12]=[CH:13][C:14]([NH2:23])=[O:16])=[CH:8][CH:7]=1)([F:4])[F:3]. Given the reactants [F:1][C:2]([S:5][C:6]1[CH:11]=[CH:10][C:9]([CH:12]=[CH:13][C:14]([OH:16])=O)=[CH:8][CH:7]=1)([F:4])[F:3].C(Cl)(=O)C(Cl)=O.[NH3:23], predict the reaction product.